Dataset: Forward reaction prediction with 1.9M reactions from USPTO patents (1976-2016). Task: Predict the product of the given reaction. (1) The product is: [Br:37][C:8]1[C:9]([CH:26]=[O:27])=[N:10][N:11]([CH:13]2[CH2:18][CH2:17][N:16]([C:19]([O:21][C:22]([CH3:25])([CH3:24])[CH3:23])=[O:20])[CH2:15][CH2:14]2)[CH:12]=1. Given the reactants NC1N=CC([C:8]2[C:9]([CH:26]=[O:27])=[N:10][N:11]([CH:13]3[CH2:18][CH2:17][N:16]([C:19]([O:21][C:22]([CH3:25])([CH3:24])[CH3:23])=[O:20])[CH2:15][CH2:14]3)[CH:12]=2)=CC=1C1OC2C=CC=CC=2N=1.[Br:37]C1C=NNC=1C=O.C(=O)([O-])[O-].[K+].[K+].CS(OC1CCN(C(OC(C)(C)C)=O)CC1)(=O)=O, predict the reaction product. (2) Given the reactants [C:1]1([CH3:11])[CH:6]=[C:5]([CH3:7])[CH:4]=[C:3]([CH3:8])[C:2]=1[Mg]Br.[H-].C([Al+]C[CH:19]([CH3:21])[CH3:20])C(C)C.[Cl-].[C:23]1([CH3:32])[CH:28]=[C:27](C)[CH:26]=[C:25](C)[C:24]=1[Zn+].Cl[C:34]1[N:42]=[C:41]2[C:37]([NH:38]C=[N:40]2)=[CH:36][N:35]=1.Cl, predict the reaction product. The product is: [CH2:32]([N:40]1[C:21]([CH2:19][CH3:20])=[N:38][C:37]2[C:41]1=[N:42][CH:34]=[N:35][C:36]=2[C:2]1[C:3]([CH3:8])=[CH:4][C:5]([CH3:7])=[CH:6][C:1]=1[CH3:11])[C:23]1[CH:24]=[CH:25][CH:26]=[CH:27][CH:28]=1.